This data is from Full USPTO retrosynthesis dataset with 1.9M reactions from patents (1976-2016). The task is: Predict the reactants needed to synthesize the given product. (1) The reactants are: [CH3:1][O:2][C:3]([C:5]1[C:10](I)=[C:9]([NH2:12])[N:8]=[C:7]([Cl:13])[N:6]=1)=[O:4].[CH:14]([Sn](CCCC)(CCCC)CCCC)=[CH2:15]. Given the product [CH3:1][O:2][C:3]([C:5]1[C:10]([CH:14]=[CH2:15])=[C:9]([NH2:12])[N:8]=[C:7]([Cl:13])[N:6]=1)=[O:4], predict the reactants needed to synthesize it. (2) Given the product [NH:11]1[C:12]2[C:17](=[CH:16][CH:15]=[CH:14][CH:13]=2)[C:9]([NH:8][C:5]2[CH:6]=[CH:7][C:2]([B:18]3[O:22][C:21]([CH3:24])([CH3:23])[C:20]([CH3:26])([CH3:25])[O:19]3)=[CH:3][CH:4]=2)=[N:10]1, predict the reactants needed to synthesize it. The reactants are: Br[C:2]1[CH:7]=[CH:6][C:5]([NH:8][C:9]2[C:17]3[C:12](=[CH:13][CH:14]=[CH:15][CH:16]=3)[NH:11][N:10]=2)=[CH:4][CH:3]=1.[B:18]1([B:18]2[O:22][C:21]([CH3:24])([CH3:23])[C:20]([CH3:26])([CH3:25])[O:19]2)[O:22][C:21]([CH3:24])([CH3:23])[C:20]([CH3:26])([CH3:25])[O:19]1.ClCCl.C([O-])(=O)C.[K+]. (3) Given the product [F:20][C:14]1[CH:15]=[C:16]([F:19])[CH:17]=[CH:18][C:13]=1[NH:12][C:10]1[CH:9]=[CH:8][C:7]2[C:2]([N:21]3[CH2:26][CH2:25][O:24][CH2:23][CH2:22]3)=[N:3][N:4]=[CH:5][C:6]=2[N:11]=1, predict the reactants needed to synthesize it. The reactants are: Cl[C:2]1[C:7]2[CH:8]=[CH:9][C:10]([NH:12][C:13]3[CH:18]=[CH:17][C:16]([F:19])=[CH:15][C:14]=3[F:20])=[N:11][C:6]=2[CH:5]=[N:4][N:3]=1.[NH:21]1[CH2:26][CH2:25][O:24][CH2:23][CH2:22]1. (4) The reactants are: [CH3:1][N:2]1[CH:7]=[C:6]([C:8]2[CH:22]=[C:21]([N+:23]([O-])=O)[CH:20]=[CH:19][C:9]=2[O:10][C:11]2[CH:18]=[CH:17][C:14]([C:15]#[N:16])=[CH:13][CH:12]=2)[C:5]2[CH:26]=[CH:27][NH:28][C:4]=2[C:3]1=[O:29].CN1C=C(C2C=C([N+]([O-])=O)C=CC=2OC2C=CC=CC=2)C2C=CNC=2C1=O. Given the product [NH2:23][C:21]1[CH:20]=[CH:19][C:9]([O:10][C:11]2[CH:12]=[CH:13][C:14]([C:15]#[N:16])=[CH:17][CH:18]=2)=[C:8]([C:6]2[C:5]3[CH:26]=[CH:27][NH:28][C:4]=3[C:3](=[O:29])[N:2]([CH3:1])[CH:7]=2)[CH:22]=1, predict the reactants needed to synthesize it. (5) Given the product [Br:1][C:2]1[CH:7]=[C:6]([F:8])[C:5]([O:9][CH2:18][CH:19]([CH3:21])[CH3:20])=[C:4]([Cl:10])[CH:3]=1, predict the reactants needed to synthesize it. The reactants are: [Br:1][C:2]1[CH:7]=[C:6]([F:8])[C:5]([OH:9])=[C:4]([Cl:10])[CH:3]=1.C([O-])([O-])=O.[K+].[K+].Br[CH2:18][CH:19]([CH3:21])[CH3:20]. (6) Given the product [CH2:22]([O:24][NH:25][C:6](=[O:8])[C:5]1[CH:9]=[C:10]([N+:12]([O-:14])=[O:13])[CH:11]=[C:3]([O:2][CH3:1])[CH:4]=1)[CH3:23], predict the reactants needed to synthesize it. The reactants are: [CH3:1][O:2][C:3]1[CH:4]=[C:5]([CH:9]=[C:10]([N+:12]([O-:14])=[O:13])[CH:11]=1)[C:6]([OH:8])=O.C(Cl)(=O)C(Cl)=O.Cl.[CH2:22]([O:24][NH2:25])[CH3:23].C(N(CC)CC)C. (7) Given the product [C:26]([O:30][C:31]([NH:33][C@H:34]([C:39]([NH:41][C@H:42]([C:50]([O:25][C:5]1[CH:4]=[CH:3][C:2]([Cl:1])=[CH:24][C:6]=1[C:7]([NH:9][C:10]1[CH:15]=[C:14]([C:16]([F:19])([F:18])[F:17])[CH:13]=[C:12]([C:20]([F:21])([F:22])[F:23])[CH:11]=1)=[O:8])=[O:51])[CH2:43][C:44]1[CH:49]=[CH:48][CH:47]=[CH:46][CH:45]=1)=[O:40])[CH2:35][CH:36]([CH3:38])[CH3:37])=[O:32])([CH3:27])([CH3:28])[CH3:29], predict the reactants needed to synthesize it. The reactants are: [Cl:1][C:2]1[CH:3]=[CH:4][C:5]([OH:25])=[C:6]([CH:24]=1)[C:7]([NH:9][C:10]1[CH:15]=[C:14]([C:16]([F:19])([F:18])[F:17])[CH:13]=[C:12]([C:20]([F:23])([F:22])[F:21])[CH:11]=1)=[O:8].[C:26]([O:30][C:31]([NH:33][C@H:34]([C:39]([NH:41][C@H:42]([C:50](O)=[O:51])[CH2:43][C:44]1[CH:49]=[CH:48][CH:47]=[CH:46][CH:45]=1)=[O:40])[CH2:35][CH:36]([CH3:38])[CH3:37])=[O:32])([CH3:29])([CH3:28])[CH3:27].